From a dataset of Reaction yield outcomes from USPTO patents with 853,638 reactions. Predict the reaction yield, written as a fraction of the theoretical maximum amount of product (1.0 means a 100% yield; for example, 0.34 means a 34% yield). The reactants are C(N(CC)CC)C.[CH2:8]([N:10]=[C:11]=[O:12])[CH3:9].[Cl:13][C:14]1[CH:19]=[CH:18][C:17]([O:20][C:21]2[CH:25]=[C:24]([CH3:26])[NH:23][N:22]=2)=[C:16]([C:27]([F:30])([F:29])[F:28])[CH:15]=1.Cl. The catalyst is C(OCC)(=O)C. The product is [CH2:8]([NH:10][C:11]([N:23]1[C:24]([CH3:26])=[CH:25][C:21]([O:20][C:17]2[CH:18]=[CH:19][C:14]([Cl:13])=[CH:15][C:16]=2[C:27]([F:30])([F:28])[F:29])=[N:22]1)=[O:12])[CH3:9]. The yield is 0.759.